Task: Predict which catalyst facilitates the given reaction.. Dataset: Catalyst prediction with 721,799 reactions and 888 catalyst types from USPTO (1) Reactant: Br[C:2]1[CH:7]=[CH:6][C:5]([C:8]2[CH:13]=[CH:12][CH:11]=[CH:10][C:9]=2[NH:14][S:15]([CH:18]([CH3:20])[CH3:19])(=[O:17])=[O:16])=[CH:4][CH:3]=1.[B:21]1([B:21]2[O:25][C:24]([CH3:27])([CH3:26])[C:23]([CH3:29])([CH3:28])[O:22]2)[O:25][C:24]([CH3:27])([CH3:26])[C:23]([CH3:29])([CH3:28])[O:22]1.C(Cl)Cl.C([O-])(=O)C.[K+]. Product: [CH3:19][CH:18]([S:15]([NH:14][C:9]1[CH:10]=[CH:11][CH:12]=[CH:13][C:8]=1[C:5]1[CH:6]=[CH:7][C:2]([B:21]2[O:25][C:24]([CH3:27])([CH3:26])[C:23]([CH3:29])([CH3:28])[O:22]2)=[CH:3][CH:4]=1)(=[O:17])=[O:16])[CH3:20]. The catalyst class is: 58. (2) Reactant: [CH2:1]([C:5]1[CH:10]=[CH:9][C:8]([C:11]#[C:12][C:13]2[CH:42]=[CH:41][C:16]([CH2:17][N:18]([CH2:28][C:29]3[CH:40]=[CH:39][C:32]([O:33][CH2:34][C:35]([O:37]C)=[O:36])=[CH:31][CH:30]=3)[C:19]([C:21]3[CH:22]=[N:23][C:24]([OH:27])=[CH:25][CH:26]=3)=[O:20])=[CH:15][CH:14]=2)=[CH:7][CH:6]=1)[CH2:2][CH2:3][CH3:4].[OH-].[Na+]. Product: [CH2:1]([C:5]1[CH:6]=[CH:7][C:8]([C:11]#[C:12][C:13]2[CH:42]=[CH:41][C:16]([CH2:17][N:18]([CH2:28][C:29]3[CH:30]=[CH:31][C:32]([O:33][CH2:34][C:35]([OH:37])=[O:36])=[CH:39][CH:40]=3)[C:19]([C:21]3[CH:22]=[N:23][C:24]([OH:27])=[CH:25][CH:26]=3)=[O:20])=[CH:15][CH:14]=2)=[CH:9][CH:10]=1)[CH2:2][CH2:3][CH3:4]. The catalyst class is: 92. (3) Reactant: Br[CH2:2][C:3]([C:5]1[CH:12]=[CH:11][C:8]([C:9]#[N:10])=[CH:7][CH:6]=1)=O.[C:13](=[S:23])([NH2:22])[CH2:14][CH2:15][CH2:16][CH2:17][CH2:18][CH2:19][CH2:20][CH3:21]. Product: [CH2:14]([C:13]1[S:23][CH:2]=[C:3]([C:5]2[CH:12]=[CH:11][C:8]([C:9]#[N:10])=[CH:7][CH:6]=2)[N:22]=1)[CH2:15][CH2:16][CH2:17][CH2:18][CH2:19][CH2:20][CH3:21]. The catalyst class is: 8. (4) Reactant: [CH3:1][C:2]1[CH:21]=[CH:20][CH:19]=[CH:18][C:3]=1[N:4]([C:12]1[CH:17]=[CH:16][CH:15]=[CH:14][CH:13]=1)[C:5]1[CH:10]=[CH:9][CH:8]=[CH:7][C:6]=1[CH3:11].C1C(=O)N([Br:29])C(=O)C1.ClCCl.[Cl-].[Na+].O. Product: [Br:29][C:15]1[CH:14]=[CH:13][C:12]([N:4]([C:3]2[CH:18]=[CH:19][CH:20]=[CH:21][C:2]=2[CH3:1])[C:5]2[CH:10]=[CH:9][CH:8]=[CH:7][C:6]=2[CH3:11])=[CH:17][CH:16]=1. The catalyst class is: 4.